Dataset: Full USPTO retrosynthesis dataset with 1.9M reactions from patents (1976-2016). Task: Predict the reactants needed to synthesize the given product. (1) Given the product [CH3:1][N:2]1[CH:6]=[C:5]([C:7]2[N:12]=[C:11]([C:13]3[CH:14]=[N:15][N:16]([CH2:18][O:19][CH2:20][CH2:21][Si:22]([CH3:23])([CH3:25])[CH3:24])[CH:17]=3)[N:10]3[CH:27]=[CH:28][N:26]=[C:9]3[CH:8]=2)[CH:4]=[N:3]1, predict the reactants needed to synthesize it. The reactants are: [CH3:1][N:2]1[CH:6]=[C:5]([C:7]2[N:12]=[C:11]([C:13]3[CH:14]=[N:15][N:16]([CH2:18][O:19][CH2:20][CH2:21][Si:22]([CH3:25])([CH3:24])[CH3:23])[CH:17]=3)[N:10]=[C:9]([NH2:26])[CH:8]=2)[CH:4]=[N:3]1.[CH3:27][C:28]([O-])=O.[Na+].ClCC=O. (2) Given the product [Br:1][C:2]1[CH:3]=[CH:4][C:5]([F:16])=[C:6]([C:8]2([CH2:9][C:10]([O:12][CH2:13][CH3:14])=[O:11])[O:19][CH2:18][CH2:17][O:15]2)[CH:7]=1, predict the reactants needed to synthesize it. The reactants are: [Br:1][C:2]1[CH:3]=[CH:4][C:5]([F:16])=[C:6]([C:8](=[O:15])[CH2:9][C:10]([O:12][CH2:13][CH3:14])=[O:11])[CH:7]=1.[CH2:17](O)[CH2:18][OH:19].C1(C)C=CC(S(O)(=O)=O)=CC=1. (3) Given the product [NH2:1][C:2]1[CH:10]=[C:9]([O:11][CH3:12])[CH:8]=[C:7]([O:13][CH3:14])[C:3]=1[C:4]([O:6][CH3:15])=[O:5], predict the reactants needed to synthesize it. The reactants are: [NH2:1][C:2]1[CH:10]=[C:9]([O:11][CH3:12])[CH:8]=[C:7]([O:13][CH3:14])[C:3]=1[C:4]([OH:6])=[O:5].[CH3:15][Si](C=[N+]=[N-])(C)C. (4) Given the product [CH3:1][O:2][C:3]1[CH:4]=[C:5]([CH:8]=[CH:9][C:10]=1[O:11][CH3:12])[CH2:6][NH:14][CH2:13][C:8]1[CH:5]=[CH:4][C:3]([O:2][CH3:1])=[C:10]([O:11][CH3:12])[CH:9]=1, predict the reactants needed to synthesize it. The reactants are: [CH3:1][O:2][C:3]1[CH:4]=[C:5]([CH:8]=[CH:9][C:10]=1[O:11][CH3:12])[CH2:6]N.[C:13]([BH3-])#[N:14].[Na+]. (5) Given the product [Cl:15][C:28]1[CH:29]=[CH:30][C:31]([CH2:32][N:33]2[C:38](=[O:39])[C:37]([C:40](=[O:41])[NH:4][CH2:1][C:2]#[CH:3])=[CH:36][N:35]=[C:34]2[NH:43][C:44]2[CH:45]=[CH:46][C:47]([O:50][CH2:51][C:52]3[CH:57]=[CH:56][C:55]([O:58][CH3:59])=[CH:54][CH:53]=3)=[CH:48][CH:49]=2)=[CH:60][CH:61]=1, predict the reactants needed to synthesize it. The reactants are: [CH2:1]([NH2:4])[C:2]#[CH:3].ON1C2C=CC=CC=2N=N1.[ClH:15].C(N=C=NCCCN(C)C)C.Cl[C:28]1[CH:61]=[CH:60][C:31]([CH2:32][N:33]2[C:38](=[O:39])[C:37]([C:40](O)=[O:41])=[CH:36][N:35]=[C:34]2[NH:43][C:44]2[CH:49]=[CH:48][C:47]([O:50][CH2:51][C:52]3[CH:57]=[CH:56][C:55]([O:58][CH3:59])=[CH:54][CH:53]=3)=[CH:46][CH:45]=2)=[CH:30][CH:29]=1.